From a dataset of Forward reaction prediction with 1.9M reactions from USPTO patents (1976-2016). Predict the product of the given reaction. Given the reactants [OH:1][CH:2]([CH3:14])[CH:3]([NH:5][C:6]1[S:7][CH:8]=[C:9]([C:11]([OH:13])=O)[N:10]=1)[CH3:4].[NH2:15][C@H:16]([CH3:32])[CH2:17][N:18]1[CH:22]=[CH:21][C:20]([C:23]2[CH:30]=[CH:29][C:26]([C:27]#[N:28])=[C:25]([Cl:31])[CH:24]=2)=[N:19]1, predict the reaction product. The product is: [Cl:31][C:25]1[CH:24]=[C:23]([C:20]2[CH:21]=[CH:22][N:18]([CH2:17][C@H:16]([NH:15][C:11]([C:9]3[N:10]=[C:6]([NH:5][CH:3]([CH:2]([OH:1])[CH3:14])[CH3:4])[S:7][CH:8]=3)=[O:13])[CH3:32])[N:19]=2)[CH:30]=[CH:29][C:26]=1[C:27]#[N:28].